From a dataset of Full USPTO retrosynthesis dataset with 1.9M reactions from patents (1976-2016). Predict the reactants needed to synthesize the given product. (1) Given the product [CH2:1]([O:3][C:4](=[O:10])[CH:5]([NH:9][C:11](=[O:20])[C:12]1[CH:17]=[CH:16][C:15]([O:18][CH3:19])=[CH:14][CH:13]=1)[C:6](=[O:8])[CH3:7])[CH3:2], predict the reactants needed to synthesize it. The reactants are: [CH2:1]([O:3][C:4](=[O:10])[CH:5]([NH2:9])[C:6](=[O:8])[CH3:7])[CH3:2].[C:11](Cl)(=[O:20])[C:12]1[CH:17]=[CH:16][C:15]([O:18][CH3:19])=[CH:14][CH:13]=1.C(N(CC)CC)C. (2) Given the product [CH3:12][CH:11]1[CH:6]2[CH:7]([N:22]([C:23]([O:25][C:26]([CH3:29])([CH3:28])[CH3:27])=[O:24])[C:38](=[O:41])[O:5]2)[CH:8]=[C:9]([C:13]2[CH:18]=[CH:17][N:16]=[CH:15][C:14]=2[N+:19]([O-:21])=[O:20])[CH2:10]1, predict the reactants needed to synthesize it. The reactants are: CS([O:5][CH:6]1[CH:11]([CH3:12])[CH2:10][C:9]([C:13]2[CH:18]=[CH:17][N:16]=[CH:15][C:14]=2[N+:19]([O-:21])=[O:20])=[CH:8][CH:7]1[NH:22][C:23]([O:25][C:26]([CH3:29])([CH3:28])[CH3:27])=[O:24])(=O)=O.C(N(CC)CC)C.C[C:38]([O:41]C(OC(OC(C)(C)C)=O)=O)(C)C. (3) Given the product [ClH:1].[CH3:26][C@@:11]12[O:21][CH2:20][C:19]3[C:18]([C:22]([F:24])([F:23])[F:25])=[CH:17][CH:16]=[CH:15][C:14]=3[C@@H:12]1[CH2:13][NH:9][CH2:10]2, predict the reactants needed to synthesize it. The reactants are: [ClH:1].C([N:9]1[CH2:13][C@H:12]2[C:14]3[CH:15]=[CH:16][CH:17]=[C:18]([C:22]([F:25])([F:24])[F:23])[C:19]=3[CH2:20][O:21][C@@:11]2([CH3:26])[CH2:10]1)C1C=CC=CC=1. (4) Given the product [O:34]1[CH2:35][CH2:36][CH2:37][CH2:38][CH:33]1[O:32][C@@H:14]1[CH2:15][C@@H:16]2[O:17][CH2:18][C@@H:19]([CH2:23][CH2:24][CH2:25][C:26]([O:28][CH:29]([CH3:31])[CH3:30])=[O:27])[CH2:20][CH2:21][C@@H:22]2[C@H:13]1[CH:11]=[CH2:1], predict the reactants needed to synthesize it. The reactants are: [CH3:1][Si](C)(C)N[Si](C)(C)C.[Na].[CH:11]([C@@H:13]1[C@@H:22]2[C@@H:16]([O:17][CH2:18][C@@H:19]([CH2:23][CH2:24][CH2:25][C:26]([O:28][CH:29]([CH3:31])[CH3:30])=[O:27])[CH2:20][CH2:21]2)[CH2:15][C@H:14]1[O:32][CH:33]1[CH2:38][CH2:37][CH2:36][CH2:35][O:34]1)=O.Cl. (5) Given the product [Cl:1][C:2]1[CH:3]=[C:4]([N:13]([CH2:23][C:24]2[CH:29]=[CH:28][C:27]([O:30][CH3:31])=[CH:26][CH:25]=2)[C:14]2[CH:15]=[C:16]([CH:20]=[CH:21][CH:22]=2)[C:17]([N:33]([CH3:32])[CH:34]2[CH2:38][CH2:37][N:36]([CH3:39])[CH2:35]2)=[O:18])[C:5]2[N:6]([C:8]([C:11]#[N:12])=[CH:9][N:10]=2)[N:7]=1, predict the reactants needed to synthesize it. The reactants are: [Cl:1][C:2]1[CH:3]=[C:4]([N:13]([CH2:23][C:24]2[CH:29]=[CH:28][C:27]([O:30][CH3:31])=[CH:26][CH:25]=2)[C:14]2[CH:15]=[C:16]([CH:20]=[CH:21][CH:22]=2)[C:17](O)=[O:18])[C:5]2[N:6]([C:8]([C:11]#[N:12])=[CH:9][N:10]=2)[N:7]=1.[CH3:32][NH:33][CH:34]1[CH2:38][CH2:37][N:36]([CH3:39])[CH2:35]1.F[P-](F)(F)(F)(F)F.N1(O[P+](N(C)C)(N(C)C)N(C)C)C2C=CC=CC=2N=N1.